From a dataset of Forward reaction prediction with 1.9M reactions from USPTO patents (1976-2016). Predict the product of the given reaction. (1) Given the reactants [N:1]1([CH2:8][CH2:9][NH2:10])[CH2:7][CH2:6][CH2:5][CH2:4][CH2:3][CH2:2]1.CS([C:15]1[N:20]=[C:19]([C:21]2[C:22]([C:34]3[CH:39]=[CH:38][CH:37]=[C:36]([Cl:40])[CH:35]=3)=[N:23][N:24]3[CH:29]=[C:28]([C:30]([F:33])([F:32])[F:31])[CH:27]=[CH:26][C:25]=23)[CH:18]=[CH:17][N:16]=1)(=O)=O, predict the reaction product. The product is: [N:1]1([CH2:8][CH2:9][NH:10][C:15]2[N:20]=[C:19]([C:21]3[C:22]([C:34]4[CH:39]=[CH:38][CH:37]=[C:36]([Cl:40])[CH:35]=4)=[N:23][N:24]4[CH:29]=[C:28]([C:30]([F:33])([F:31])[F:32])[CH:27]=[CH:26][C:25]=34)[CH:18]=[CH:17][N:16]=2)[CH2:7][CH2:6][CH2:5][CH2:4][CH2:3][CH2:2]1. (2) The product is: [CH:26]1([N:25]2[C:21]([CH3:18])=[C:22]([CH:29]=[O:30])[CH:23]=[N:24]2)[CH2:27][CH2:28]1. Given the reactants C(OCC)(=O)CC(C)=O.C(O)(=O)C(O)=O.NN.[CH:18]1([C:21]2[N:25]([CH:26]([CH3:28])[CH3:27])[N:24]=[CH:23][C:22]=2[CH:29]=[O:30])CC1, predict the reaction product. (3) Given the reactants Br[C:2]1[N:3]=[C:4]([C:8]([NH2:10])=[O:9])[N:5]([CH3:7])[CH:6]=1.[C:11]([C:15]1[CH:16]=[C:17]2[C:22](=[CH:23][CH:24]=1)[C:21](=[O:25])[N:20]([C:26]1[CH:36]=[CH:35][CH:34]=[C:33](B3OC(C)(C)C(C)(C)O3)[C:27]=1[CH2:28][O:29]C(=O)C)[N:19]=[CH:18]2)([CH3:14])([CH3:13])[CH3:12], predict the reaction product. The product is: [C:11]([C:15]1[CH:16]=[C:17]2[C:22](=[CH:23][CH:24]=1)[C:21](=[O:25])[N:20]([C:26]1[C:27]([CH2:28][OH:29])=[C:33]([C:2]3[N:3]=[C:4]([C:8]([NH2:10])=[O:9])[N:5]([CH3:7])[CH:6]=3)[CH:34]=[CH:35][CH:36]=1)[N:19]=[CH:18]2)([CH3:14])([CH3:12])[CH3:13].